From a dataset of Reaction yield outcomes from USPTO patents with 853,638 reactions. Predict the reaction yield, written as a fraction of the theoretical maximum amount of product (1.0 means a 100% yield; for example, 0.34 means a 34% yield). The reactants are Cl[C:2]1[N:11]=[C:10]([N:12]([C:14]2[CH:19]=[CH:18][C:17]([O:20][CH3:21])=[CH:16][CH:15]=2)[CH3:13])[C:9]2[C:4](=[CH:5][CH:6]=[CH:7][CH:8]=2)[N:3]=1.[CH3:22][NH:23][CH3:24].CO. No catalyst specified. The product is [CH3:22][N:23]([CH3:24])[C:2]1[N:11]=[C:10]([N:12]([C:14]2[CH:19]=[CH:18][C:17]([O:20][CH3:21])=[CH:16][CH:15]=2)[CH3:13])[C:9]2[C:4](=[CH:5][CH:6]=[CH:7][CH:8]=2)[N:3]=1. The yield is 0.830.